Dataset: Cav3 T-type calcium channel HTS with 100,875 compounds. Task: Binary Classification. Given a drug SMILES string, predict its activity (active/inactive) in a high-throughput screening assay against a specified biological target. (1) The result is 0 (inactive). The drug is Clc1ccc(c2c(sc(SC)c2)C(=O)NC)cc1. (2) The molecule is OC12C(N(C(C1)C(OC)=O)Cc1ccc(cc1)C(C)(C)C)CC(O)C(O)C2O. The result is 0 (inactive).